Dataset: Forward reaction prediction with 1.9M reactions from USPTO patents (1976-2016). Task: Predict the product of the given reaction. Given the reactants [CH2:1]([O:8][C:9]1[CH:14]=[CH:13][C:12]([C:15]2(O)[CH2:20][CH2:19][C:18]([CH3:22])([CH3:21])[CH2:17][CH2:16]2)=[CH:11][CH:10]=1)[C:2]1[CH:7]=[CH:6][CH:5]=[CH:4][CH:3]=1.Cl, predict the reaction product. The product is: [CH2:1]([O:8][C:9]1[CH:10]=[CH:11][C:12]([C:15]2[CH2:20][CH2:19][C:18]([CH3:22])([CH3:21])[CH2:17][CH:16]=2)=[CH:13][CH:14]=1)[C:2]1[CH:3]=[CH:4][CH:5]=[CH:6][CH:7]=1.